Dataset: Catalyst prediction with 721,799 reactions and 888 catalyst types from USPTO. Task: Predict which catalyst facilitates the given reaction. (1) Reactant: [CH2:1]([C:3]1[C:4]([O:29][CH3:30])=[C:5]([C:10]([NH:13][S:14]([C:17]2[CH:22]=[CH:21][C:20]([F:23])=[CH:19][C:18]=2[CH2:24][CH2:25][CH2:26][CH2:27][OH:28])(=[O:16])=[O:15])=[CH:11][CH:12]=1)[C:6]([O:8][CH3:9])=[O:7])[CH3:2].[CH3:31][S:32](Cl)(=[O:34])=[O:33].N1C=CC=CC=1. Product: [CH2:1]([C:3]1[C:4]([O:29][CH3:30])=[C:5]([C:10]([NH:13][S:14]([C:17]2[CH:22]=[CH:21][C:20]([F:23])=[CH:19][C:18]=2[CH2:24][CH2:25][CH2:26][CH2:27][O:28][S:32]([CH3:31])(=[O:34])=[O:33])(=[O:16])=[O:15])=[CH:11][CH:12]=1)[C:6]([O:8][CH3:9])=[O:7])[CH3:2]. The catalyst class is: 4. (2) Reactant: [I:1][C:2]1[CH:7]=[C:6]([N+:8]([O-])=O)[CH:5]=[C:4](I)[C:3]=1[OH:12].S(S([O-])=O)([O-])=O.[Na+].[Na+].O. Product: [NH2:8][C:6]1[CH:5]=[CH:4][C:3]([OH:12])=[C:2]([I:1])[CH:7]=1. The catalyst class is: 74. (3) Reactant: Br[C:2]1[C:3]([NH2:14])=[N:4][CH:5]=[C:6]([CH:8]2[CH2:13][CH2:12][O:11][CH2:10][CH2:9]2)[CH:7]=1.B([C:18]1[CH:26]=[CH:25][C:21]([C:22]([OH:24])=[O:23])=[C:20]([F:27])[CH:19]=1)(O)O.C([O-])([O-])=O.[Na+].[Na+]. Product: [NH2:14][C:3]1[C:2]([C:18]2[CH:26]=[CH:25][C:21]([C:22]([OH:24])=[O:23])=[C:20]([F:27])[CH:19]=2)=[CH:7][C:6]([CH:8]2[CH2:13][CH2:12][O:11][CH2:10][CH2:9]2)=[CH:5][N:4]=1. The catalyst class is: 276.